This data is from CYP2C9 inhibition data for predicting drug metabolism from PubChem BioAssay. The task is: Regression/Classification. Given a drug SMILES string, predict its absorption, distribution, metabolism, or excretion properties. Task type varies by dataset: regression for continuous measurements (e.g., permeability, clearance, half-life) or binary classification for categorical outcomes (e.g., BBB penetration, CYP inhibition). Dataset: cyp2c9_veith. (1) The drug is CCCC[C@@H]1C[C@H]1C(NC(=O)c1cccs1)c1ccccc1C(F)(F)F. The result is 1 (inhibitor). (2) The result is 0 (non-inhibitor). The compound is c1ccc(CNc2ccnc(-c3ccoc3)n2)cc1. (3) The result is 1 (inhibitor). The compound is CCc1ccc(/C=C\C(=O)N2CCc3ccccc3C2)cc1. (4) The drug is C[C@H]1/C=C\C=C/C=C\C=C/C=C\C=C/C=C\[C@@H](O[C@H]2O[C@@H](C)[C@@H](O)[C@@H](N)[C@@H]2O)C[C@@H]2O[C@](O)(C[C@@H](O)C[C@@H](O)[C@@H](O)CC[C@@H](O)C[C@@H](O)CC(=O)O[C@@H](C)[C@@H](C)[C@H]1O)C[C@@H](O)[C@H]2C(=O)O. The result is 0 (non-inhibitor). (5) The compound is Cc1ccccc1/C=N\NC(=O)c1csnn1. The result is 0 (non-inhibitor). (6) The drug is FC(F)(F)c1nc(-c2ccncc2)ncc1-c1nnnn1-c1ccccc1. The result is 1 (inhibitor). (7) The molecule is CC(=O)OC[C@@H]1O[C@H](C/C=N\O[C@@H]2O[C@H](COC(C)=O)[C@@H](OC(C)=O)[C@H](OC(C)=O)[C@H]2OC(C)=O)C=C[C@@H]1OC(C)=O. The result is 0 (non-inhibitor). (8) The molecule is N#Cc1ccc(CNc2cnccn2)cc1. The result is 1 (inhibitor). (9) The molecule is N#CC1(Nc2ccc(-c3ccc(NC4(C#N)CCCC4)cc3)cc2)CCCC1. The result is 0 (non-inhibitor).